This data is from Reaction yield outcomes from USPTO patents with 853,638 reactions. The task is: Predict the reaction yield, written as a fraction of the theoretical maximum amount of product (1.0 means a 100% yield; for example, 0.34 means a 34% yield). (1) The reactants are [Br:1][C:2]1[CH:11]=[CH:10][C:5]([C:6]([O:8][CH3:9])=[O:7])=[CH:4][C:3]=1[CH2:12]Br.C(=O)=O.[CH2:17]([Mg]Br)[CH3:18].[Cl-].[NH4+]. The catalyst is C(OCC)C.[Cu]I.C(#N)C.O1CCCC1. The product is [Br:1][C:2]1[CH:11]=[CH:10][C:5]([C:6]([O:8][CH3:9])=[O:7])=[CH:4][C:3]=1[CH2:12][CH2:17][CH3:18]. The yield is 0.430. (2) The reactants are [C:1]([C:3]1[CH:15]=[CH:14][C:13]2[C:12]3[C:7](=[CH:8][C:9]([C:16]#[CH:17])=[CH:10][CH:11]=3)[C:6]([CH2:22][CH2:23][CH2:24][CH3:25])([CH2:18][CH2:19][CH2:20][CH3:21])[C:5]=2[CH:4]=1)#[CH:2].I[C:27]1[S:31][C:30]([CH:32]=[O:33])=[CH:29][CH:28]=1. The catalyst is C1(C)C=CC=CC=1.CCN(CC)CC.[Cu]I.Cl[Pd](Cl)([P](C1C=CC=CC=1)(C1C=CC=CC=1)C1C=CC=CC=1)[P](C1C=CC=CC=1)(C1C=CC=CC=1)C1C=CC=CC=1. The product is [CH2:22]([C:6]1([CH2:18][CH2:19][CH2:20][CH3:21])[C:7]2[CH:8]=[C:9]([C:16]#[C:17][C:27]3[S:31][C:30]([CH:32]=[O:33])=[CH:29][CH:28]=3)[CH:10]=[CH:11][C:12]=2[C:13]2[C:5]1=[CH:4][C:3]([C:1]#[C:2][C:27]1[S:31][C:30]([CH:32]=[O:33])=[CH:29][CH:28]=1)=[CH:15][CH:14]=2)[CH2:23][CH2:24][CH3:25]. The yield is 0.970. (3) The reactants are C([N:8]1[C:13](=[O:14])[C:12]2[C:15]([NH:22][C:23]3[CH:28]=[CH:27][C:26]([N+:29]([O-])=O)=[CH:25][C:24]=3[F:32])=[C:16]([CH3:21])[C:17](=[O:20])[N:18]([CH3:19])[C:11]=2[N:10]=[CH:9]1)C1C=CC=CC=1.C([O-])=O.[NH4+]. The catalyst is O1CCOCC1.[OH-].[Pd+2].[OH-]. The product is [NH2:29][C:26]1[CH:27]=[CH:28][C:23]([NH:22][C:15]2[C:12]3[C:13](=[O:14])[NH:8][CH:9]=[N:10][C:11]=3[N:18]([CH3:19])[C:17](=[O:20])[C:16]=2[CH3:21])=[C:24]([F:32])[CH:25]=1. The yield is 0.670. (4) The reactants are C[O:2][C:3](=[O:21])[CH:4]=[CH:5][C:6]1[CH:11]=[CH:10][C:9]([NH:12][C:13](=[O:20])[C:14]2[CH:19]=[CH:18][CH:17]=[CH:16][CH:15]=2)=[CH:8][CH:7]=1.[Li+].[OH-]. The catalyst is O.CO. The product is [C:13]([NH:12][C:9]1[CH:10]=[CH:11][C:6]([CH:5]=[CH:4][C:3]([OH:21])=[O:2])=[CH:7][CH:8]=1)(=[O:20])[C:14]1[CH:19]=[CH:18][CH:17]=[CH:16][CH:15]=1. The yield is 0.920. (5) The reactants are [NH2:1][C:2]1[CH:3]=[C:4]([C:8]#[C:9][C:10]2[CH:15]=[CH:14][N:13]=[C:12]([NH:16][C:17](=[O:23])[O:18][C:19]([CH3:22])([CH3:21])[CH3:20])[CH:11]=2)[CH:5]=[CH:6][CH:7]=1. The catalyst is CO.C(Cl)Cl.[Pd]. The product is [NH2:1][C:2]1[CH:3]=[C:4]([CH2:8][CH2:9][C:10]2[CH:15]=[CH:14][N:13]=[C:12]([NH:16][C:17](=[O:23])[O:18][C:19]([CH3:21])([CH3:20])[CH3:22])[CH:11]=2)[CH:5]=[CH:6][CH:7]=1. The yield is 0.980. (6) The reactants are [ClH:1].O1CCOCC1.[N:8]1[CH:13]=[CH:12][CH:11]=[C:10]([O:14][CH2:15][CH:16]2[CH2:21][N:20](C(OC(C)(C)C)=O)[CH2:19][CH2:18][N:17]2[C:29]([O:31][CH:32]2[CH2:37][CH2:36][N:35]([C:38]([O:40][CH2:41][C:42]3[CH:47]=[CH:46][CH:45]=[CH:44][CH:43]=3)=[O:39])[CH2:34][CH2:33]2)=[O:30])[CH:9]=1. The catalyst is CO. The product is [ClH:1].[ClH:1].[N:8]1[CH:13]=[CH:12][CH:11]=[C:10]([O:14][CH2:15][CH:16]2[CH2:21][NH:20][CH2:19][CH2:18][N:17]2[C:29]([O:31][CH:32]2[CH2:37][CH2:36][N:35]([C:38]([O:40][CH2:41][C:42]3[CH:47]=[CH:46][CH:45]=[CH:44][CH:43]=3)=[O:39])[CH2:34][CH2:33]2)=[O:30])[CH:9]=1. The yield is 1.00.